Dataset: Reaction yield outcomes from USPTO patents with 853,638 reactions. Task: Predict the reaction yield, written as a fraction of the theoretical maximum amount of product (1.0 means a 100% yield; for example, 0.34 means a 34% yield). (1) The reactants are O.[C:2]1([CH3:12])[CH:7]=CC(S(O)(=O)=O)=C[CH:3]=1.[CH3:13][O:14][C:15]1[CH:16]=[C:17]([CH:30]=[CH:31][C:32]=1[O:33][CH3:34])[C:18]([C:20]1[NH:24][N:23]=[N:22][C:21]=1[C:25]([O:27][CH2:28][CH3:29])=[O:26])=[O:19].C(N1C=CN=C1)(N1C=CN=C1)=O.FC(F)(F)[C:49]([OH:51])=[O:50].[CH:54]([OH:57])([CH3:56])[CH3:55]. The catalyst is C(Cl)Cl. The product is [CH3:13][O:14][C:15]1[CH:16]=[C:17]([CH:30]=[CH:31][C:32]=1[O:33][CH3:34])[C:18]([C:20]1[C:21]([C:25]([O:27][CH2:28][CH3:29])=[O:26])=[N:22][N:23]([CH:7]([O:51][C:49]([O:57][CH:54]([CH3:56])[CH3:55])=[O:50])[CH:2]([CH3:3])[CH3:12])[N:24]=1)=[O:19]. The yield is 0.934. (2) The reactants are [CH3:1][C:2]1([CH3:14])[C:6]([CH3:8])([CH3:7])[O:5][B:4]([C:9]2[CH:10]=[N:11][NH:12][CH:13]=2)[O:3]1.CN(C)[C:17](=O)[CH3:18].C(=O)([O-])[O-].[K+].[K+].C(I)C. The catalyst is C(OCC)C.O. The product is [CH2:17]([N:12]1[CH:13]=[C:9]([B:4]2[O:5][C:6]([CH3:7])([CH3:8])[C:2]([CH3:14])([CH3:1])[O:3]2)[CH:10]=[N:11]1)[CH3:18]. The yield is 0.380. (3) The reactants are C[O:2][C:3](=[O:22])[CH:4]([C:6]1[CH:15]=[CH:14][C:13]2[C:8](=[CH:9][CH:10]=[C:11]([O:16][CH2:17][C:18]([O:20]C)=[O:19])[CH:12]=2)[CH:7]=1)[CH3:5].Cl. The catalyst is [OH-].[Na+]. The product is [C:18]([CH2:17][O:16][C:11]1[CH:12]=[C:13]2[C:8](=[CH:9][CH:10]=1)[CH:7]=[C:6]([CH:4]([CH3:5])[C:3]([OH:22])=[O:2])[CH:15]=[CH:14]2)([OH:20])=[O:19]. The yield is 0.719. (4) The reactants are Cl[C:2]1[C:3]2[S:18][C:17]([NH2:19])=[N:16][C:4]=2[N:5]=[C:6]([S:8][CH2:9][C:10]2[CH:15]=[CH:14][CH:13]=[CH:12][CH:11]=2)[N:7]=1.[NH2:20][C@@H:21]([CH2:23][OH:24])[CH3:22].C(N(C(C)C)CC)(C)C.O. The catalyst is CN1CCCC1=O. The product is [NH2:19][C:17]1[S:18][C:3]2[C:2]([NH:20][C@H:21]([CH3:22])[CH2:23][OH:24])=[N:7][C:6]([S:8][CH2:9][C:10]3[CH:15]=[CH:14][CH:13]=[CH:12][CH:11]=3)=[N:5][C:4]=2[N:16]=1. The yield is 0.320. (5) The reactants are C(Br)C1C=CC=CC=1.I[CH2:10][CH2:11][C:12]1[CH:17]=[CH:16][CH:15]=[CH:14][CH:13]=1.[CH3:18][C:19]1[N:20]=[C:21]([N:29]2[CH2:33][CH2:32][NH:31][C:30]2=[O:34])[S:22][C:23]=1[C:24]([O:26][CH2:27][CH3:28])=[O:25]. No catalyst specified. The product is [CH3:18][C:19]1[N:20]=[C:21]([N:29]2[CH2:33][CH2:32][N:31]([CH2:10][CH2:11][C:12]3[CH:17]=[CH:16][CH:15]=[CH:14][CH:13]=3)[C:30]2=[O:34])[S:22][C:23]=1[C:24]([O:26][CH2:27][CH3:28])=[O:25]. The yield is 0.350. (6) The product is [OH:8][C:6]1[CH:7]=[C:2]([NH:1][C:26](=[O:27])[O:25][CH2:18][C:19]2[CH:24]=[CH:23][CH:22]=[CH:21][CH:20]=2)[CH:3]=[CH:4][C:5]=1[CH2:9][C:10]1[CH:15]=[CH:14][C:13]([O:16][CH3:17])=[CH:12][CH:11]=1. The catalyst is O1CCCC1. The yield is 0.930. The reactants are [NH2:1][C:2]1[CH:3]=[CH:4][C:5]([CH2:9][C:10]2[CH:15]=[CH:14][C:13]([O:16][CH3:17])=[CH:12][CH:11]=2)=[C:6]([OH:8])[CH:7]=1.[CH2:18]([O:25][C:26](ON1C(=O)CCC1=O)=[O:27])[C:19]1[CH:24]=[CH:23][CH:22]=[CH:21][CH:20]=1.C(OCC)(=O)C. (7) The reactants are [CH2:1]([N:8]1[C:16]2[C:11](=[N:12][C:13]([N:17](C(OC(C)(C)C)=O)[NH:18][C:19](OC(C)(C)C)=O)=[CH:14][CH:15]=2)[CH:10]=[N:9]1)[C:2]1[CH:7]=[CH:6][CH:5]=[CH:4][CH:3]=1.[CH3:33]C(O)=O. No catalyst specified. The product is [CH2:1]([N:8]1[C:16]2[CH:15]=[CH:14][C:13]3[N:12]([C:19]([CH3:33])=[N:18][N:17]=3)[C:11]=2[CH:10]=[N:9]1)[C:2]1[CH:3]=[CH:4][CH:5]=[CH:6][CH:7]=1. The yield is 0.400.